From a dataset of NCI-60 drug combinations with 297,098 pairs across 59 cell lines. Regression. Given two drug SMILES strings and cell line genomic features, predict the synergy score measuring deviation from expected non-interaction effect. Drug 1: CC1CCC2CC(C(=CC=CC=CC(CC(C(=O)C(C(C(=CC(C(=O)CC(OC(=O)C3CCCCN3C(=O)C(=O)C1(O2)O)C(C)CC4CCC(C(C4)OC)O)C)C)O)OC)C)C)C)OC. Drug 2: CNC(=O)C1=NC=CC(=C1)OC2=CC=C(C=C2)NC(=O)NC3=CC(=C(C=C3)Cl)C(F)(F)F. Cell line: SNB-75. Synergy scores: CSS=7.21, Synergy_ZIP=0.952, Synergy_Bliss=6.90, Synergy_Loewe=2.21, Synergy_HSA=4.22.